Task: Regression. Given two drug SMILES strings and cell line genomic features, predict the synergy score measuring deviation from expected non-interaction effect.. Dataset: NCI-60 drug combinations with 297,098 pairs across 59 cell lines (1) Drug 1: C1=NC2=C(N=C(N=C2N1C3C(C(C(O3)CO)O)O)F)N. Drug 2: CC1=C(C(=O)C2=C(C1=O)N3CC4C(C3(C2COC(=O)N)OC)N4)N. Cell line: DU-145. Synergy scores: CSS=44.9, Synergy_ZIP=-6.26, Synergy_Bliss=-7.67, Synergy_Loewe=-7.94, Synergy_HSA=-3.76. (2) Drug 1: CCC(=C(C1=CC=CC=C1)C2=CC=C(C=C2)OCCN(C)C)C3=CC=CC=C3.C(C(=O)O)C(CC(=O)O)(C(=O)O)O. Drug 2: CS(=O)(=O)CCNCC1=CC=C(O1)C2=CC3=C(C=C2)N=CN=C3NC4=CC(=C(C=C4)OCC5=CC(=CC=C5)F)Cl. Cell line: HS 578T. Synergy scores: CSS=-0.353, Synergy_ZIP=-0.625, Synergy_Bliss=-2.47, Synergy_Loewe=-4.28, Synergy_HSA=-4.09.